From a dataset of Reaction yield outcomes from USPTO patents with 853,638 reactions. Predict the reaction yield, written as a fraction of the theoretical maximum amount of product (1.0 means a 100% yield; for example, 0.34 means a 34% yield). (1) The reactants are CS(C)=O.Cl[C:6]1[C:15]2[C:10](=[CH:11][CH:12]=[CH:13][CH:14]=2)[C:9]([N+:16]([O-:18])=[O:17])=[CH:8][CH:7]=1.C(=O)([O-])[O-].[Cs+].[Cs+].[CH:25]1([CH2:28][NH:29][CH2:30][CH2:31][CH3:32])[CH2:27][CH2:26]1. The catalyst is O. The product is [CH:25]1([CH2:28][N:29]([C:6]2[C:15]3[C:10](=[CH:11][CH:12]=[CH:13][CH:14]=3)[C:9]([N+:16]([O-:18])=[O:17])=[CH:8][CH:7]=2)[CH2:30][CH2:31][CH3:32])[CH2:27][CH2:26]1. The yield is 0.950. (2) The reactants are [OH:1][C:2]1[CH:9]=[CH:8][C:5]([CH:6]=[O:7])=[CH:4][C:3]=1[O:10][CH3:11].C(=O)([O-])[O-].[K+].[K+].[Cl:18][C:19]1[CH:24]=[C:23]([C:25]([F:28])([F:27])[F:26])[CH:22]=[CH:21][C:20]=1F.O. The catalyst is CS(C)=O. The product is [Cl:18][C:19]1[CH:24]=[C:23]([C:25]([F:26])([F:27])[F:28])[CH:22]=[CH:21][C:20]=1[O:1][C:2]1[CH:9]=[CH:8][C:5]([CH:6]=[O:7])=[CH:4][C:3]=1[O:10][CH3:11]. The yield is 0.630. (3) The reactants are [NH2:1][C:2]1[NH:3][C:4](=[O:28])[C:5]([CH2:9][CH2:10][CH2:11][CH:12]([C:19]2[CH:27]=[CH:26][C:22]([C:23](O)=[O:24])=[CH:21][CH:20]=2)[C:13](=[O:18])[C:14]([F:17])([F:16])[F:15])=[C:6]([NH2:8])[N:7]=1.Cl.[NH2:30][C@H:31]([C:41]([O:43][C:44]([CH3:47])([CH3:46])[CH3:45])=[O:42])[CH2:32][CH2:33][C:34]([O:36][C:37]([CH3:40])([CH3:39])[CH3:38])=[O:35].C([O-])(O)=O.[Na+].CCN=C=NCCCN(C)C. The catalyst is CN(C=O)C. The product is [NH2:1][C:2]1[NH:3][C:4](=[O:28])[C:5]([CH2:9][CH2:10][CH2:11][CH:12]([C:19]2[CH:20]=[CH:21][C:22]([C:23]([NH:30][C@H:31]([C:41]([O:43][C:44]([CH3:47])([CH3:46])[CH3:45])=[O:42])[CH2:32][CH2:33][C:34]([O:36][C:37]([CH3:40])([CH3:38])[CH3:39])=[O:35])=[O:24])=[CH:26][CH:27]=2)[C:13](=[O:18])[C:14]([F:16])([F:17])[F:15])=[C:6]([NH2:8])[N:7]=1. The yield is 0.440. (4) The reactants are Br[CH2:2][C:3]1[C:8]([CH3:9])=[N:7][C:6]([CH3:10])=[C:5]([CH3:11])[N:4]=1.[CH3:12][CH2:13][O:14][C:15](/[CH:17]=[CH:18]/[C:19]1[CH:24]=[CH:23][C:22]([OH:25])=[CH:21][CH:20]=1)=[O:16].C(=O)([O-])[O-].[K+].[K+].CN(C=O)C. The catalyst is O. The product is [CH2:13]([O:14][C:15](=[O:16])/[CH:17]=[CH:18]/[C:19]1[CH:20]=[CH:21][C:22]([O:25][CH2:2][C:3]2[C:8]([CH3:9])=[N:7][C:6]([CH3:10])=[C:5]([CH3:11])[N:4]=2)=[CH:23][CH:24]=1)[CH3:12]. The yield is 0.767. (5) The reactants are [F:1][C:2]1[CH:10]=[CH:9][C:5]([C:6](Cl)=[O:7])=[CH:4][CH:3]=1.Cl.[F:12][C:13]1[CH:18]=[CH:17][C:16]([N:19]([CH3:28])[C:20]([C@H:22]2[CH2:27][CH2:26][CH2:25][NH:24][CH2:23]2)=[O:21])=[CH:15][CH:14]=1.C(N(CC)CC)C. The catalyst is ClCCl. The product is [F:12][C:13]1[CH:14]=[CH:15][C:16]([N:19]([CH3:28])[C:20]([C@H:22]2[CH2:27][CH2:26][CH2:25][N:24]([C:6](=[O:7])[C:5]3[CH:9]=[CH:10][C:2]([F:1])=[CH:3][CH:4]=3)[CH2:23]2)=[O:21])=[CH:17][CH:18]=1. The yield is 0.840. (6) The reactants are [Br:1][C:2]1[CH:3]=[C:4]2[CH:10]=[CH:9][NH:8][C:5]2=[N:6][CH:7]=1.[H-].[Na+].[C:13]1([S:19][S:19][C:13]2[CH:18]=[CH:17][CH:16]=[CH:15][CH:14]=2)[CH:18]=[CH:17][CH:16]=[CH:15][CH:14]=1.O. The catalyst is CN(C=O)C. The product is [Br:1][C:2]1[CH:3]=[C:4]2[C:10]([S:19][C:13]3[CH:18]=[CH:17][CH:16]=[CH:15][CH:14]=3)=[CH:9][NH:8][C:5]2=[N:6][CH:7]=1. The yield is 0.359.